The task is: Regression. Given two drug SMILES strings and cell line genomic features, predict the synergy score measuring deviation from expected non-interaction effect.. This data is from NCI-60 drug combinations with 297,098 pairs across 59 cell lines. Drug 1: COC1=NC(=NC2=C1N=CN2C3C(C(C(O3)CO)O)O)N. Synergy scores: CSS=12.2, Synergy_ZIP=-5.32, Synergy_Bliss=5.97, Synergy_Loewe=-13.0, Synergy_HSA=2.43. Cell line: HOP-92. Drug 2: CC1CCCC2(C(O2)CC(NC(=O)CC(C(C(=O)C(C1O)C)(C)C)O)C(=CC3=CSC(=N3)C)C)C.